This data is from Catalyst prediction with 721,799 reactions and 888 catalyst types from USPTO. The task is: Predict which catalyst facilitates the given reaction. (1) Reactant: Cl[C:2]1[N:3]=[C:4]([N:22]2[CH2:27][CH2:26][O:25][CH2:24][CH2:23]2)[C:5]2[S:10][C:9]([CH2:11][N:12]3[CH2:15][CH:14]([N:16]4[CH2:21][CH2:20][O:19][CH2:18][CH2:17]4)[CH2:13]3)=[CH:8][C:6]=2[N:7]=1.[CH3:28][C:29]1[O:30][C:31]2[CH:46]=[CH:45][CH:44]=[CH:43][C:32]=2[C:33]=1B1OC(C)(C)C(C)(C)O1.C([O-])([O-])=O.[Cs+].[Cs+]. Product: [CH3:28][C:29]1[O:30][C:31]2[CH:46]=[CH:45][CH:44]=[CH:43][C:32]=2[C:33]=1[C:2]1[N:3]=[C:4]([N:22]2[CH2:27][CH2:26][O:25][CH2:24][CH2:23]2)[C:5]2[S:10][C:9]([CH2:11][N:12]3[CH2:15][CH:14]([N:16]4[CH2:21][CH2:20][O:19][CH2:18][CH2:17]4)[CH2:13]3)=[CH:8][C:6]=2[N:7]=1. The catalyst class is: 70. (2) Reactant: [CH2:1]([N:8]1[C:16]2[C:11](=[C:12]([C:17]3[CH:22]=[CH:21][C:20]([OH:23])=[CH:19][CH:18]=3)[CH:13]=[CH:14][CH:15]=2)[C:10]([CH3:24])=[C:9]1[C:25]1[CH:30]=[CH:29][CH:28]=[CH:27][CH:26]=1)[C:2]1[CH:7]=[CH:6][CH:5]=[CH:4][CH:3]=1.O=[O+][O-].Br[CH2:35][C:36]([O:38][CH3:39])=[O:37]. Product: [CH3:39][O:38][C:36](=[O:37])[CH2:35][O:23][C:20]1[CH:21]=[CH:22][C:17]([C:12]2[CH:13]=[CH:14][CH:15]=[C:16]3[C:11]=2[C:10]([CH3:24])=[C:9]([C:25]2[CH:30]=[CH:29][CH:28]=[CH:27][CH:26]=2)[N:8]3[CH2:1][C:2]2[CH:3]=[CH:4][CH:5]=[CH:6][CH:7]=2)=[CH:18][CH:19]=1. The catalyst class is: 21. (3) Reactant: [Br:1][C:2]1[CH:3]=[C:4]2[C:8](=[CH:9][CH:10]=1)[NH:7][CH2:6][CH2:5]2.[C:11]([O:15][C:16](O[C:16]([O:15][C:11]([CH3:14])([CH3:13])[CH3:12])=[O:17])=[O:17])([CH3:14])([CH3:13])[CH3:12]. Product: [Br:1][C:2]1[CH:3]=[C:4]2[C:8](=[CH:9][CH:10]=1)[N:7]([C:16]([O:15][C:11]([CH3:14])([CH3:13])[CH3:12])=[O:17])[CH2:6][CH2:5]2. The catalyst class is: 27. (4) Reactant: C[O-].[Na+:3].[CH:4]1([CH:7]([C:12]2[CH:17]=[CH:16][CH:15]=[C:14]([CH2:18][O:19][C:20]3[CH:25]=[CH:24][C:23]([C:26]4[CH:31]=[C:30]([O:32][CH3:33])[CH:29]=[CH:28][C:27]=4[F:34])=[C:22]([CH2:35][C:36]([CH3:39])([CH3:38])[CH3:37])[N:21]=3)[CH:13]=2)[CH2:8][C:9]([OH:11])=[O:10])[CH2:6][CH2:5]1. Product: [CH:4]1([CH:7]([C:12]2[CH:17]=[CH:16][CH:15]=[C:14]([CH2:18][O:19][C:20]3[CH:25]=[CH:24][C:23]([C:26]4[CH:31]=[C:30]([O:32][CH3:33])[CH:29]=[CH:28][C:27]=4[F:34])=[C:22]([CH2:35][C:36]([CH3:39])([CH3:38])[CH3:37])[N:21]=3)[CH:13]=2)[CH2:8][C:9]([O-:11])=[O:10])[CH2:5][CH2:6]1.[Na+:3]. The catalyst class is: 5. (5) Reactant: [CH3:1][O:2][C:3](=[O:15])/[CH:4]=[CH:5]/[C:6]1[CH:7]=[C:8](B(O)O)[CH:9]=[CH:10][CH:11]=1.Cl[C:17]1[N:22]=[C:21]([N:23]2[CH2:29][CH2:28][CH2:27][N:26]([CH3:30])[CH2:25][CH2:24]2)[CH:20]=[N:19][CH:18]=1.C([O-])([O-])=O.[Na+].[Na+]. Product: [CH3:1][O:2][C:3](=[O:15])/[CH:4]=[CH:5]/[C:6]1[CH:11]=[CH:10][CH:9]=[C:8]([C:17]2[CH:18]=[N:19][CH:20]=[C:21]([N:23]3[CH2:29][CH2:28][CH2:27][N:26]([CH3:30])[CH2:25][CH2:24]3)[N:22]=2)[CH:7]=1. The catalyst class is: 3. (6) Reactant: [O:1]=[C:2]1[N:10]2[C@H:5]([CH2:6][CH2:7][C@@H:8]([NH:11][C:12]3[C:13]4[CH:20]=[CH:19][N:18]([S:21]([C:24]5[CH:30]=[CH:29][C:27]([CH3:28])=[CH:26][CH:25]=5)(=[O:23])=[O:22])[C:14]=4[N:15]=[CH:16][N:17]=3)[CH2:9]2)[CH2:4][C@@H:3]1[NH:31]C(=O)OC(C)(C)C.Cl. Product: [NH2:31][C@@H:3]1[C:2](=[O:1])[N:10]2[C@H:5]([CH2:6][CH2:7][C@@H:8]([NH:11][C:12]3[C:13]4[CH:20]=[CH:19][N:18]([S:21]([C:24]5[CH:25]=[CH:26][C:27]([CH3:28])=[CH:29][CH:30]=5)(=[O:23])=[O:22])[C:14]=4[N:15]=[CH:16][N:17]=3)[CH2:9]2)[CH2:4]1. The catalyst class is: 71.